Dataset: Forward reaction prediction with 1.9M reactions from USPTO patents (1976-2016). Task: Predict the product of the given reaction. (1) Given the reactants [CH3:1][O:2][C:3]([C:5]1[CH:14]=[CH:13][C:12]2[C:11](=[O:15])[CH2:10][CH2:9][CH2:8][C:7]=2[CH:6]=1)=[O:4].[O:16]1[CH:20]=[CH:19][C:18]([CH:21]=O)=[CH:17]1, predict the reaction product. The product is: [O:16]1[CH:20]=[CH:19][C:18]([CH:21]=[C:10]2[CH2:9][CH2:8][C:7]3[CH:6]=[C:5]([C:3]([O:2][CH3:1])=[O:4])[CH:14]=[CH:13][C:12]=3[C:11]2=[O:15])=[CH:17]1. (2) Given the reactants [C:1]([C:3]1[CH:8]=[CH:7][C:6]([C:9]2[CH:10]=[N:11][N:12]3[CH:17]=[CH:16][C:15]([C:18]4[CH:38]=[CH:37][C:21]([C:22]([N:24]5[CH2:29][CH2:28][N:27](C(OC(C)(C)C)=O)[CH2:26][CH2:25]5)=[O:23])=[CH:20][CH:19]=4)=[N:14][C:13]=23)=[CH:5][CH:4]=1)#[N:2].C(O)(C(F)(F)F)=O, predict the reaction product. The product is: [N:24]1([C:22]([C:21]2[CH:37]=[CH:38][C:18]([C:15]3[CH:16]=[CH:17][N:12]4[N:11]=[CH:10][C:9]([C:6]5[CH:5]=[CH:4][C:3]([C:1]#[N:2])=[CH:8][CH:7]=5)=[C:13]4[N:14]=3)=[CH:19][CH:20]=2)=[O:23])[CH2:29][CH2:28][NH:27][CH2:26][CH2:25]1. (3) Given the reactants [Br:1][C:2]1[CH:11]=[C:10]2[C:5]([CH:6]=[N:7][C:8](I)=[N:9]2)=[CH:4][CH:3]=1.C1(P(C2C=CC=CC=2)C2C=CC=CC=2)C=CC=CC=1.C(O)=O, predict the reaction product. The product is: [Br:1][C:2]1[CH:11]=[C:10]2[C:5]([CH:6]=[N:7][CH:8]=[N:9]2)=[CH:4][CH:3]=1.